Predict the reaction yield, written as a fraction of the theoretical maximum amount of product (1.0 means a 100% yield; for example, 0.34 means a 34% yield). From a dataset of Reaction yield outcomes from USPTO patents with 853,638 reactions. The reactants are C([NH:4][C:5]1[CH:10]=[CH:9][C:8]([OH:11])=[CH:7][CH:6]=1)(=O)C.[OH-].[K+].CN(C)C=O.[ClH:19].[Cl:20][CH2:21][C:22]1[CH:27]=[CH:26][N:25]=[CH:24][CH:23]=1. The catalyst is O. The product is [ClH:20].[ClH:19].[N:25]1[CH:26]=[CH:27][C:22]([CH2:21][O:11][C:8]2[CH:7]=[CH:6][C:5]([NH2:4])=[CH:10][CH:9]=2)=[CH:23][CH:24]=1. The yield is 0.699.